Dataset: Full USPTO retrosynthesis dataset with 1.9M reactions from patents (1976-2016). Task: Predict the reactants needed to synthesize the given product. (1) Given the product [NH2:16][C@@H:17]1[C:66](=[O:67])[N:19]2[C:20]([C:50]([O:52][CH:53]([C:54]3[CH:59]=[CH:58][CH:57]=[CH:56][CH:55]=3)[C:60]3[CH:65]=[CH:64][CH:63]=[CH:62][CH:61]=3)=[O:51])=[C:21]([S:24][CH2:25][C:26]3[CH:30]=[N:29][NH:28][CH:27]=3)[CH2:22][S:23][C@H:18]12, predict the reactants needed to synthesize it. The reactants are: P(Cl)(Cl)(Cl)(Cl)Cl.C1(CC([NH:16][C@@H:17]2[C:66](=[O:67])[N:19]3[C:20]([C:50]([O:52][CH:53]([C:60]4[CH:65]=[CH:64][CH:63]=[CH:62][CH:61]=4)[C:54]4[CH:59]=[CH:58][CH:57]=[CH:56][CH:55]=4)=[O:51])=[C:21]([S:24][CH2:25][C:26]4[CH:27]=[N:28][N:29](C(C5C=CC=CC=5)(C5C=CC=CC=5)C5C=CC=CC=5)[CH:30]=4)[CH2:22][S:23][C@H:18]23)=O)C=CC=CC=1.Cl.[OH-].[Na+]. (2) Given the product [CH3:1][O:2][C:3](=[O:18])[C:4]1[CH:9]=[C:8]([O:10][C@@H:11]([CH3:15])[CH2:12][O:13][CH3:14])[CH:7]=[C:6]([CH2:16][Br:22])[CH:5]=1, predict the reactants needed to synthesize it. The reactants are: [CH3:1][O:2][C:3](=[O:18])[C:4]1[CH:9]=[C:8]([O:10][C@@H:11]([CH3:15])[CH2:12][O:13][CH3:14])[CH:7]=[C:6]([CH2:16]O)[CH:5]=1.P(OBr)(OBr)(O[Br:22])=O. (3) Given the product [OH:13][N:12]=[C:10]([C:8]1[CH:7]=[CH:6][C:5]2[NH:1][CH:2]=[N:3][C:4]=2[CH:9]=1)[NH2:11], predict the reactants needed to synthesize it. The reactants are: [NH:1]1[C:5]2[CH:6]=[CH:7][C:8]([C:10]#[N:11])=[CH:9][C:4]=2[N:3]=[CH:2]1.[NH2:12][OH:13]. (4) Given the product [F:1][C:2]1[CH:3]=[C:4]([O:9][C:10]2[CH:17]=[CH:16][C:15]([CH2:18][O:19][C:23]3[CH:24]=[C:25]4[N:32]([CH3:33])[CH2:31][CH2:30][N:26]4[C:27](=[O:29])[N:28]=3)=[CH:14][C:11]=2[C:12]#[N:13])[CH:5]=[N:6][C:7]=1[F:8], predict the reactants needed to synthesize it. The reactants are: [F:1][C:2]1[CH:3]=[C:4]([O:9][C:10]2[CH:17]=[CH:16][C:15]([CH2:18][OH:19])=[CH:14][C:11]=2[C:12]#[N:13])[CH:5]=[N:6][C:7]=1[F:8].[H-].[Na+].Cl[C:23]1[CH:24]=[C:25]2[N:32]([CH3:33])[CH2:31][CH2:30][N:26]2[C:27](=[O:29])[N:28]=1. (5) Given the product [Cl:10][C:11]1[CH:12]=[C:13]([NH:25][C:26]2[C:35]3[C:34]([OH:3])=[CH:33][CH:32]=[CH:31][C:30]=3[N:29]=[CH:28][N:27]=2)[CH:14]=[CH:15][C:16]=1[O:17][CH2:18][C:19]1[CH:24]=[CH:23][CH:22]=[CH:21][N:20]=1, predict the reactants needed to synthesize it. The reactants are: C(NCCO)(=[O:3])C.[H-].[Na+].[Cl:10][C:11]1[CH:12]=[C:13]([NH:25][C:26]2[C:35]3[C:30](=[CH:31][CH:32]=[CH:33][C:34]=3F)[N:29]=[CH:28][N:27]=2)[CH:14]=[CH:15][C:16]=1[O:17][CH2:18][C:19]1[CH:24]=[CH:23][CH:22]=[CH:21][N:20]=1.[Cl-].[NH4+]. (6) Given the product [N+:1]([C:4]1[CH:9]=[CH:8][C:7]([CH:10]2[CH2:15][C:16](=[O:18])[NH:19][C:12](=[O:13])[CH2:11]2)=[CH:6][CH:5]=1)([O-:3])=[O:2], predict the reactants needed to synthesize it. The reactants are: [N+:1]([C:4]1[CH:9]=[CH:8][C:7]([CH:10]([CH2:15][C:16]([OH:18])=O)[CH2:11][C:12](O)=[O:13])=[CH:6][CH:5]=1)([O-:3])=[O:2].[NH2:19]C(N)=O. (7) Given the product [Br:1][C:2]1[CH:3]=[C:4]([C:9]([OH:11])=[O:10])[C:5]([O:23][CH:17]([N:12]2[CH:16]=[CH:15][N:14]=[CH:13]2)[CH3:18])=[N:6][CH:7]=1, predict the reactants needed to synthesize it. The reactants are: [Br:1][C:2]1[CH:3]=[C:4]([C:9]([OH:11])=[O:10])[C:5](Cl)=[N:6][CH:7]=1.[N:12]1([CH2:17][CH2:18]O)[CH:16]=[CH:15][N:14]=[CH:13]1.CC(C)([O-:23])C.[Na+]. (8) The reactants are: [NH2:1][C:2]1[C:7]([NH:8][C:9](=[O:17])[C:10]2[CH:15]=[CH:14][C:13](I)=[CH:12][CH:11]=2)=[CH:6][CH:5]=[CH:4][N:3]=1.[NH2:18][CH2:19][C:20]1[CH:21]=[N:22][CH:23]=[CH:24][CH:25]=1.C(=O)([O-])[O-].[K+].[K+].O1C=[CH:35][CH:34]=[C:33]1P(C1OC=CC=1)C1OC=CC=1.C=C=C. Given the product [NH2:1][C:2]1[C:7]([NH:8][C:9](=[O:17])[C:10]2[CH:15]=[CH:14][C:13]([C:34]([CH2:35][NH:18][CH2:19][C:20]3[CH:21]=[N:22][CH:23]=[CH:24][CH:25]=3)=[CH2:33])=[CH:12][CH:11]=2)=[CH:6][CH:5]=[CH:4][N:3]=1, predict the reactants needed to synthesize it.